From a dataset of Drug-target binding data from BindingDB using Ki measurements. Regression. Given a target protein amino acid sequence and a drug SMILES string, predict the binding affinity score between them. We predict pKi (pKi = -log10(Ki in M); higher means stronger inhibition). Dataset: bindingdb_ki. (1) The small molecule is CCCCCOc1c(OC)ccc2cc(C(=O)NCc3ccc4c(c3)OCO4)c(=O)[nH]c12. The target protein (P47936) has sequence MEGCRETEVTNGSNGGLEFNPMKEYMILSSGQQIAVAVLCTLMGLLSALENMAVLYIILSSRRLRRKPSYLFISSLAGADFLASVIFACNFVIFHVFHGVDSNAIFLLKIGSVTMTFTASVGSLLLTAVDRYLCLCYPPTYKALVTRGRALVALCVMWVLSALISYLPLMGWTCCPSPCSELFPLIPNDYLLGWLLFIAILFSGIIYTYGYVLWKAHRHVATLAEHQDRQVPGIARMRLDVRLAKTLGLVLAVLLICWFPALALMGHSLVTTLSDQVKEAFAFCSMLCLVNSMVNPIIYALRSGEIRSAAQHCLIGWKKYLQGLGPEGKEEGPRSSVTETEADVKTT. The pKi is 8.8. (2) The target protein sequence is MTCPNSSCVFEDKMCEGNKTAPANNAQLTPLVVVLSTISLVTVGLNLLVLYAVRSERKLHTVGNLYIVSLSVADLIVGVVVMPMNILYLLMSRWSLGRPLCLFWLSMDYVASTASIFSVFILCIDRYRSVQQPLKYLRYRTKTRASITILAAWFLSFLWIIPILGWRHFQPKTPEPREDKCETDFYNVTWFKVMTAIINFYLPTLLMLWFYAKIYKAVRQHCQHRELINGSFPSFSDMKMKPENLQVGTKKPGKESPWEVLKRKPKDTGGGPVLKPPSQEPKEVTSPGVFSQEKEEKDGELGKYYCFPLDTVQAQPEAEGSGRGYAAINQSQNQLEMGEQGLSMPGAKEALEDQILGDSQSFSRTDSDTPAEPALAKGKSRSESSTGLEYIKFTWKRLRSHSRQYVSGLHMNRERKAAKQLGFIMAAFIICWIPYFIFFMVIAFCESCCNQHVHMFTIWLGYINSTLNPLIYPLCNENFKKTFKKILHIRS. The drug is COc1ccccc1N1CCN(CCCCn2ncc(=O)n(C)c2=O)CC1. The pKi is 6.0. (3) The drug is CCNC(=O)[C@@H]1CCCN1C(=O)[C@H](CCCN=C(N)N)NC(=O)[C@H](CC(C)C)NC(=O)[C@@H](CC(C)C)NC(=O)[C@H](Cc1ccc(O)cc1)NC(=O)[C@H](CO)N(C)C(=O)[C@H](Cc1c[nH]c2ccccc12)NC(=O)[C@H](Cc1cnc[nH]1)NC(=O)[C@@H]1CCC(=O)N1. The target protein (P07490) has sequence METIPKLMAAVVLLTVCLEGCSSQHWSYGLRPGGKRNTEHLVDSFQEMGKEEDQMAEPQNFECTVHWPRSPLRDLRGALERLIEEEAGQKKM. The pKi is 8.8. (4) The compound is N[C@@H](C[C@@H](C/C=C/c1ccc(Cl)cc1)C(=O)O)C(=O)O. The target protein (Q13003) has sequence MTAPWRRLRSLVWEYWAGLLVCAFWIPDSRGMPHVIRIGGIFEYADGPNAQVMNAEEHAFRFSANIINRNRTLLPNTTLTYDIQRIHFHDSFEATKKACDQLALGVVAIFGPSQGSCTNAVQSICNALEVPHIQLRWKHHPLDNKDTFYVNLYPDYASLSHAILDLVQYLKWRSATVVYDDSTGLIRLQELIMAPSRYNIRLKIRQLPIDSDDSRPLLKEMKRGREFRIIFDCSHTMAAQILKQAMAMGMMTEYYHFIFTTLDLYALDLEPYRYSGVNLTGFRILNVDNPHVSAIVEKWSMERLQAAPRSESGLLDGVMMTDAALLYDAVHIVSVCYQRAPQMTVNSLQCHRHKAWRFGGRFMNFIKEAQWEGLTGRIVFNKTSGLRTDFDLDIISLKEDGLEKVGVWSPADGLNITEVAKGRGPNVTDSLTNRSLIVTTVLEEPFVMFRKSDRTLYGNDRFEGYCIDLLKELAHILGFSYEIRLVEDGKYGAQDDKGQW.... The pKi is 6.4. (5) The compound is COc1cc2c(CCNC(C)=O)c[nH]c2cc1Cl. The target protein sequence is MIWMLTLVAVMPNLHTGTLQYDPRVYSCTFSQSVSSAYTIAVVVFHFIIPMLMSSCCYLRIWILVLQVRRRVKPDNKPKLKPQDFRNFITMFVVFVLFAICWAPLNFIVLLGRS. The pKi is 8.4. (6) The compound is Nc1nccc(Nc2ccc(S(N)(=O)=O)cc2)n1. The target protein sequence is MEVDVVPNTKNYWQSSMCPVNVHWHLGTEHYSVGEYDENGSGPNGNVGVPYRRTLAEGEVQDGFRCHHYDPDDEAYTRPYEWKHCIGMEVGETYEVHWPHSGAGACGTTYQYQTPFYDGVFCNLDMETLQTLAPQDIANAVGVQGQIFTIVNDDTYYYPDLIRGWIVDEEMGMGQDIAMYTGSTTGESRSNEICSSYSPITWQVDRKCHKISASSFDKLCYDMKMQRDDMSDDLYAHGSRELVTPEYVANNQQTRRLTEKHEHNHSHGHSHVRGHQHHQWF. The pKi is 6.2. (7) The compound is NCCCC[C@H](NC(=O)[C@@H](N)Cc1c[nH]c2ccccc12)C(=O)N[C@@H](Cc1c[nH]c2ccccc12)C(=O)N[C@@H](Cc1ccc(O)cc1)C(=O)NCC(=O)N[C@@H](Cc1c[nH]c2ccccc12)C(=O)N[C@@H](Cc1ccccc1)C(=O)O. The target protein (O14641) has sequence MAGSSTGGGGVGETKVIYHLDEEETPYLVKIPVPAERITLGDFKSVLQRPAGAKYFFKSMDQDFGVVKEEISDDNARLPCFNGRVVSWLVSSDNPQPEMAPPVHEPRAELAPPAPPLPPLPPERTSGIGDSRPPSFHPNVSSSHENLEPETETESVVSLRRERPRRRDSSEHGAGGHRTGGPSRLERHLAGYESSSTLMTSELESTSLGDSDEEDTMSRFSSSTEQSSASRLLKRHRRRRKQRPPRLERTSSFSSVTDSTMSLNIITVTLNMEKYNFLGISIVGQSNERGDGGIYIGSIMKGGAVAADGRIEPGDMLLQVNDMNFENMSNDDAVRVLRDIVHKPGPIVLTVAKCWDPSPQAYFTLPRNEPIQPIDPAAWVSHSAALTGTFPAYPGSSSMSTITSGSSLPDGCEGRGLSVHTDMASVTKAMAAPESGLEVRDRMWLKITIPNAFLGSDVVDWLYHHVEGFPERREARKYASGLLKAGLIRHTVNKITFSEQ.... The pKi is 6.2. (8) The small molecule is CC(CC(=O)[C@@H](N)CCCCN)C(=O)NC(Cc1ccccc1)C(=O)O. The target protein (O09175) has sequence MESSGPSSCHSAARRPLHSAQAVDVASASSFRAFEILHLHLDLRAEFGPPGPGPGSRGLNGKATLELRCLLPEGASELRLDSHSCLEVMAATLLRGQPGDQQQLTEPVPFHTQPFSHYGQALCVVFPKPCCAAERFRLELTYRVGEGPGVCWLAPEQTAGKKKPFVYTQGQAVLNRAFFPCFDTPAVKCTYSALVEVPDGFTAVMSASTWERRGPNKFFFQMSQPIPSYLIALAIGDLASAEVGPRSRVWAEPCLIEAAKEEYNGVIEEFLATGEKLFGPYVWGRYDLLFMPPSFPFGGMENPCLTFVTPCLLAGDRSLADVIIHEISHSWFGNLVTNANWGEFWLNEGFTMYAQRRISTILFGAAYTCLEAATGRALLRQHMDVSGEENPLNKLRVKIEPGVDPDDTYNETPYEKGYCFVSYLAHLVGDQEQFDKFLKAYVDEFKFQSILAEDFLEFYLEYFPELKKKGVDSIPGFEFNRWLNTPGWPPYLPDLSPGDS.... The pKi is 5.7. (9) The drug is COc1ccc(NCCNC(=O)[C@H](CC2CCCCC2)NC(=O)c2cc3cc(Cl)ccc3o2)cc1. The target protein (P25774) has sequence MKRLVCVLLVCSSAVAQLHKDPTLDHHWHLWKKTYGKQYKEKNEEAVRRLIWEKNLKFVMLHNLEHSMGMHSYDLGMNHLGDMTSEEVMSLMSSLRVPSQWQRNITYKSNPNRILPDSVDWREKGCVTEVKYQGSCGACWAFSAVGALEAQLKLKTGKLVSLSAQNLVDCSTEKYGNKGCNGGFMTTAFQYIIDNKGIDSDASYPYKAMDQKCQYDSKYRAATCSKYTELPYGREDVLKEAVANKGPVSVGVDARHPSFFLYRSGVYYEPSCTQNVNHGVLVVGYGDLNGKEYWLVKNSWGHNFGEEGYIRMARNKGNHCGIASFPSYPEI. The pKi is 8.0.